This data is from Catalyst prediction with 721,799 reactions and 888 catalyst types from USPTO. The task is: Predict which catalyst facilitates the given reaction. (1) Reactant: [O:1]=[C:2]1[NH:3][C:4]2[C:9](/[C:10]/1=[CH:11]\[C:12]1[O:16][C:15]([C:17]3[CH:18]=[C:19]([NH:23]C(=O)OC(C)(C)C)[CH:20]=[CH:21][CH:22]=3)=[CH:14][CH:13]=1)=[CH:8][CH:7]=[CH:6][CH:5]=2. Product: [NH2:23][C:19]1[CH:18]=[C:17]([C:15]2[O:16][C:12](/[CH:11]=[C:10]3/[C:2](=[O:1])[NH:3][C:4]4[C:9]/3=[CH:8][CH:7]=[CH:6][CH:5]=4)=[CH:13][CH:14]=2)[CH:22]=[CH:21][CH:20]=1. The catalyst class is: 89. (2) Reactant: CC([O-])(C)C.[K+].[CH3:7][N:8]1[C:16]2[C:11](=[N:12][CH:13]=[CH:14][CH:15]=2)[CH:10]=[CH:9]1.[SiH:17]([CH2:22][CH3:23])([CH2:20][CH3:21])[CH2:18][CH3:19]. Product: [CH3:7][N:8]1[C:16]2[C:11](=[N:12][CH:13]=[CH:14][CH:15]=2)[CH:10]=[C:9]1[Si:17]([CH2:22][CH3:23])([CH2:20][CH3:21])[CH2:18][CH3:19]. The catalyst class is: 1. (3) Reactant: Cl.Cl.[F:3][C:4]([F:28])([F:27])[C:5]1[CH:6]=[CH:7][C:8]([C:11]2[CH:12]=[C:13]([C@H:17]3[CH2:21][C:20]4([CH2:26][CH2:25][NH:24][CH2:23][CH2:22]4)[O:19][CH2:18]3)[CH:14]=[CH:15][CH:16]=2)=[N:9][CH:10]=1.C(=O)(O)[O-].[Na+].Cl[C:35]([O:37][C:38]1[CH:43]=[CH:42][C:41]([N+:44]([O-:46])=[O:45])=[CH:40][CH:39]=1)=[O:36]. Product: [F:28][C:4]([F:3])([F:27])[C:5]1[CH:6]=[CH:7][C:8]([C:11]2[CH:12]=[C:13]([C@H:17]3[CH2:21][C:20]4([CH2:22][CH2:23][N:24]([C:35]([O:37][C:38]5[CH:39]=[CH:40][C:41]([N+:44]([O-:46])=[O:45])=[CH:42][CH:43]=5)=[O:36])[CH2:25][CH2:26]4)[O:19][CH2:18]3)[CH:14]=[CH:15][CH:16]=2)=[N:9][CH:10]=1. The catalyst class is: 155. (4) Reactant: [OH:1][C:2]1[CH:3]=[C:4]([CH:7]=[CH:8][CH:9]=1)[CH:5]=[O:6].[CH:10]1([CH2:16][CH2:17]O)[CH2:15][CH2:14][CH2:13][CH2:12][CH2:11]1.C1C=CC(P(C2C=CC=CC=2)C2C=CC=CC=2)=CC=1.CCOC(/N=N/C(OCC)=O)=O. Product: [CH:10]1([CH2:16][CH2:17][O:1][C:2]2[CH:3]=[C:4]([CH:7]=[CH:8][CH:9]=2)[CH:5]=[O:6])[CH2:15][CH2:14][CH2:13][CH2:12][CH2:11]1. The catalyst class is: 1. (5) Reactant: Br[C:2]1[C:9]([C:10]#[N:11])=[C:8]([O:12][CH:13]([CH3:15])[CH3:14])[C:7]([O:16][CH:17]([CH3:19])[CH3:18])=[CH:6][C:3]=1[C:4]#[N:5].[SH:20][C:21]1[S:22][C:23]2[CH:29]=[CH:28][CH:27]=[CH:26][C:24]=2[N:25]=1.Cl. Product: [S:22]1[C:23]2[CH:29]=[CH:28][CH:27]=[CH:26][C:24]=2[N:25]=[C:21]1[S:20][C:2]1[C:9]([C:10]#[N:11])=[C:8]([O:12][CH:13]([CH3:15])[CH3:14])[C:7]([O:16][CH:17]([CH3:19])[CH3:18])=[CH:6][C:3]=1[C:4]#[N:5]. The catalyst class is: 6. (6) Reactant: Cl.[CH3:2][O:3][CH2:4][CH2:5][O:6][C:7]1[CH:12]=[CH:11][C:10](/[CH:13]=[CH:14]/[C:15]([NH:17][S:18]([CH2:21][CH2:22][CH2:23][CH2:24][CH3:25])(=[O:20])=[O:19])=[O:16])=[C:9]([O:26][CH:27]2[CH2:32][CH2:31][NH:30][CH2:29][CH2:28]2)[CH:8]=1.[C:33](OC(=O)C)(=[O:35])[CH3:34]. Product: [C:33]([N:30]1[CH2:29][CH2:28][CH:27]([O:26][C:9]2[CH:8]=[C:7]([O:6][CH2:5][CH2:4][O:3][CH3:2])[CH:12]=[CH:11][C:10]=2/[CH:13]=[CH:14]/[C:15]([NH:17][S:18]([CH2:21][CH2:22][CH2:23][CH2:24][CH3:25])(=[O:19])=[O:20])=[O:16])[CH2:32][CH2:31]1)(=[O:35])[CH3:34]. The catalyst class is: 537.